The task is: Regression. Given two drug SMILES strings and cell line genomic features, predict the synergy score measuring deviation from expected non-interaction effect.. This data is from NCI-60 drug combinations with 297,098 pairs across 59 cell lines. (1) Drug 1: C1=NC2=C(N=C(N=C2N1C3C(C(C(O3)CO)O)F)Cl)N. Drug 2: CS(=O)(=O)CCNCC1=CC=C(O1)C2=CC3=C(C=C2)N=CN=C3NC4=CC(=C(C=C4)OCC5=CC(=CC=C5)F)Cl. Cell line: NCI-H522. Synergy scores: CSS=22.4, Synergy_ZIP=-8.52, Synergy_Bliss=-3.06, Synergy_Loewe=-4.74, Synergy_HSA=-0.135. (2) Drug 1: C1=CN(C(=O)N=C1N)C2C(C(C(O2)CO)O)O.Cl. Drug 2: B(C(CC(C)C)NC(=O)C(CC1=CC=CC=C1)NC(=O)C2=NC=CN=C2)(O)O. Cell line: HCT116. Synergy scores: CSS=83.0, Synergy_ZIP=-0.540, Synergy_Bliss=-0.699, Synergy_Loewe=-0.228, Synergy_HSA=2.02. (3) Drug 1: C1C(C(OC1N2C=C(C(=O)NC2=O)F)CO)O. Drug 2: CC1=C(C(=O)C2=C(C1=O)N3CC4C(C3(C2COC(=O)N)OC)N4)N. Cell line: M14. Synergy scores: CSS=38.9, Synergy_ZIP=-5.01, Synergy_Bliss=-2.27, Synergy_Loewe=-6.02, Synergy_HSA=-2.06.